This data is from Catalyst prediction with 721,799 reactions and 888 catalyst types from USPTO. The task is: Predict which catalyst facilitates the given reaction. (1) The catalyst class is: 726. Product: [Cl:1][C:2]1[CH:3]=[CH:4][CH:5]=[C:6]2[C:10]=1[C:9](=[O:11])[N:8]([C:12]1[CH:13]=[C:14]([CH:18]=[CH:19][CH:20]=1)[C:15]([NH:8][CH2:7][CH2:6][CH:5]1[CH2:51][CH2:50][N:49]([C:34]3[CH:33]=[CH:32][N:28]=[CH:36][CH:35]=3)[CH2:54][CH2:53]1)=[O:16])[CH2:7]2. Reactant: [Cl:1][C:2]1[CH:3]=[CH:4][CH:5]=[C:6]2[C:10]=1[C:9](=[O:11])[N:8]([C:12]1[CH:13]=[C:14]([CH:18]=[CH:19][CH:20]=1)[C:15](O)=[O:16])[CH2:7]2.F[P-](F)(F)(F)(F)F.[N:28]1(O[P+](N(C)C)(N(C)C)N(C)C)[C:32]2[CH:33]=[CH:34][CH:35]=[CH:36]C=2N=N1.C[N:49]1[CH2:54][CH2:53]O[CH2:51][CH2:50]1.C([O-])(O)=O.[Na+]. (2) Reactant: [CH3:1][O:2][C:3]1[CH:4]=[CH:5][C:6]2[C:12]([C:13]3[CH:14]=[CH:15][C:16]([O:19][CH2:20][CH2:21][N:22]4[CH2:26][CH2:25][CH2:24][CH2:23]4)=[CH:17][CH:18]=3)=[C:11]([C:27]3[CH:28]=[CH:29][CH:30]=[CH:31][CH:32]=3)[CH2:10][CH2:9][C:7]=2[CH:8]=1.[ClH:33].C(O)C.[H][H]. Product: [ClH:33].[C:27]1([C@H:11]2[CH2:10][CH2:9][C:7]3[CH:8]=[C:3]([O:2][CH3:1])[CH:4]=[CH:5][C:6]=3[C@H:12]2[C:13]2[CH:14]=[CH:15][C:16]([O:19][CH2:20][CH2:21][N:22]3[CH2:26][CH2:25][CH2:24][CH2:23]3)=[CH:17][CH:18]=2)[CH:28]=[CH:29][CH:30]=[CH:31][CH:32]=1. The catalyst class is: 386.